Dataset: Forward reaction prediction with 1.9M reactions from USPTO patents (1976-2016). Task: Predict the product of the given reaction. (1) Given the reactants Cl.[CH3:2][O:3][C:4](=[O:9])[C@H:5]([CH2:7][SH:8])[NH2:6].[OH-].[Na+].[NH:12]([C:25]([O:27][C:28]([CH3:31])([CH3:30])[CH3:29])=[O:26])[C@H:13]([C:15](SCC1C=CC=CC=1)=[O:16])[CH3:14].C(P(CCCC)CCCC)CCC, predict the reaction product. The product is: [NH:12]([C:25]([O:27][C:28]([CH3:29])([CH3:31])[CH3:30])=[O:26])[C@H:13]([C:15]([NH:6][C@H:5]([C:4]([O:3][CH3:2])=[O:9])[CH2:7][SH:8])=[O:16])[CH3:14]. (2) Given the reactants [S:1]1[C:5]2[CH:6]=[CH:7][CH:8]=[CH:9][C:4]=2[N:3]=[C:2]1[CH:10]([C:12]1[CH:17]=[CH:16][CH:15]=[CH:14][CH:13]=1)[OH:11].O[CH:19]1[CH2:24][CH2:23][N:22]([CH3:25])[CH2:21][CH2:20]1.C1(C)C=CC(S(O)(=O)=O)=CC=1.[OH-].[Na+], predict the reaction product. The product is: [CH3:25][N:22]1[CH2:23][CH2:24][CH:19]([O:11][CH:10]([C:12]2[CH:17]=[CH:16][CH:15]=[CH:14][CH:13]=2)[C:2]2[S:1][C:5]3[CH:6]=[CH:7][CH:8]=[CH:9][C:4]=3[N:3]=2)[CH2:20][CH2:21]1. (3) Given the reactants Br[C:2]1[CH:3]=[C:4]([CH:7]=[O:8])[S:5][CH:6]=1.O.[N:10]1[CH:15]=[C:14](B(O)O)[CH:13]=[N:12][CH:11]=1.[N:10]1[CH:15]=[C:14](B(O)O)[CH:13]=[N:12][CH:11]=1.O.C(=O)([O-])[O-].[Cs+].[Cs+], predict the reaction product. The product is: [N:10]1[CH:15]=[C:14]([C:2]2[CH:3]=[C:4]([CH:7]=[O:8])[S:5][CH:6]=2)[CH:13]=[N:12][CH:11]=1. (4) Given the reactants [F:1][C:2]1[CH:21]=[CH:20][CH:19]=[CH:18][C:3]=1[CH2:4][O:5][C:6]1[C:15]2[C:10](=[C:11]([OH:16])[CH:12]=[CH:13][CH:14]=2)[N:9]=[C:8]([CH3:17])[CH:7]=1.[Cl:22][C:23]1[C:28]([CH2:29]Cl)=[C:27]([Cl:31])[CH:26]=[CH:25][C:24]=1[N:32]([CH3:51])[C:33](=[O:50])[CH2:34][NH:35][C:36](=[O:49])[CH2:37][CH2:38][C:39]1[CH:40]=[CH:41][C:42]([C:45]([NH:47][CH3:48])=[O:46])=[N:43][CH:44]=1, predict the reaction product. The product is: [Cl:22][C:23]1[C:28]([CH2:29][O:16][C:11]2[CH:12]=[CH:13][CH:14]=[C:15]3[C:10]=2[N:9]=[C:8]([CH3:17])[CH:7]=[C:6]3[O:5][CH2:4][C:3]2[CH:18]=[CH:19][CH:20]=[CH:21][C:2]=2[F:1])=[C:27]([Cl:31])[CH:26]=[CH:25][C:24]=1[N:32]([CH3:51])[C:33](=[O:50])[CH2:34][NH:35][C:36](=[O:49])[CH2:37][CH2:38][C:39]1[CH:40]=[CH:41][C:42]([C:45]([NH:47][CH3:48])=[O:46])=[N:43][CH:44]=1. (5) Given the reactants [F:1][C:2]1[CH:3]=[C:4]([CH:20]=[CH:21][C:22]=1[F:23])[CH2:5][N:6]1[CH:15]=[CH:14][C:13]2[C:8](=[CH:9][C:10]([C:16]([OH:18])=[O:17])=[CH:11][CH:12]=2)[C:7]1=[O:19].[CH3:24][O:25]C1C=CC(CN)=CC=1, predict the reaction product. The product is: [CH3:24][O:25][C:11]1[CH:10]=[CH:9][C:8]([C:7]([NH2:6])=[O:19])=[CH:13][CH:12]=1.[F:1][C:2]1[CH:3]=[C:4]([CH:20]=[CH:21][C:22]=1[F:23])[CH2:5][N:6]1[CH:15]=[CH:14][C:13]2[C:8](=[CH:9][C:10]([C:16]([OH:18])=[O:17])=[CH:11][CH:12]=2)[C:7]1=[O:19].